From a dataset of Forward reaction prediction with 1.9M reactions from USPTO patents (1976-2016). Predict the product of the given reaction. (1) Given the reactants [F:1][C:2]([F:16])([F:15])[O:3][C:4]1[CH:9]=[CH:8][C:7]([C:10]2([C:13]#[N:14])[CH2:12][CH2:11]2)=[CH:6][CH:5]=1.[OH-:17].[Na+].OO, predict the reaction product. The product is: [F:1][C:2]([F:15])([F:16])[O:3][C:4]1[CH:5]=[CH:6][C:7]([C:10]2([C:13]([NH2:14])=[O:17])[CH2:11][CH2:12]2)=[CH:8][CH:9]=1. (2) The product is: [Br:1][C:2]1[CH:3]=[C:4]2[C:8](=[CH:9][CH:10]=1)[N:7]([C:16]([O:15][C:11]([CH3:14])([CH3:13])[CH3:12])=[O:17])[CH2:6][CH2:5]2. Given the reactants [Br:1][C:2]1[CH:3]=[C:4]2[C:8](=[CH:9][CH:10]=1)[NH:7][CH2:6][CH2:5]2.[C:11]([O:15][C:16](=O)[O:17]C(C)(C)C)([CH3:14])([CH3:13])[CH3:12].CC#N, predict the reaction product. (3) Given the reactants C1(NC2CCCCC2)CCCCC1.CCCCCC.[CH2:20]([O:22][C:23]([CH:25]1[CH2:30][CH2:29][CH2:28][CH2:27][CH2:26]1)=[O:24])[CH3:21].Br[CH2:32][CH:33]([CH2:36][CH3:37])[CH2:34][CH3:35].Cl, predict the reaction product. The product is: [CH2:20]([O:22][C:23]([C:25]1([CH2:32][CH:33]([CH2:36][CH3:37])[CH2:34][CH3:35])[CH2:30][CH2:29][CH2:28][CH2:27][CH2:26]1)=[O:24])[CH3:21]. (4) The product is: [C:1]([O:4][C@H:5]1[C:9](=[CH2:10])[O:8][C@H:7]([N:12]2[CH:20]=[C:18]([CH3:19])[C:16](=[O:17])[NH:15][C:13]2=[O:14])[CH2:6]1)(=[O:3])[CH3:2]. Given the reactants [C:1]([O:4][C@H:5]1[C@@H:9]([CH2:10]I)[O:8][C@@H:7]([N:12]2[CH:20]=[C:18]([CH3:19])[C:16](=[O:17])[NH:15][C:13]2=[O:14])[CH2:6]1)(=[O:3])[CH3:2].C1C=CC(P(C2C=CC=CC=2)C2C=CC=CC=2)=CC=1.CC(O)=O.N(C(OCC)=O)=NC(OCC)=O.C([O-])([O-])=O.[K+].[K+], predict the reaction product. (5) Given the reactants [Cl:1][C:2]1[CH:10]=[CH:9][C:8]([C:11]([F:14])([F:13])[F:12])=[CH:7][C:3]=1[C:4]([OH:6])=[O:5].[C:15]([O-])([O-])=O.[Na+].[Na+], predict the reaction product. The product is: [Cl:1][C:2]1[CH:10]=[CH:9][C:8]([C:11]([F:12])([F:13])[F:14])=[CH:7][C:3]=1[C:4]([O:6][CH3:15])=[O:5]. (6) The product is: [Cl:1][C:2]1[N:3]=[C:4]([C:12]#[CH:13])[C:5]([F:10])=[CH:6][C:7]=1[C:8]#[N:9]. Given the reactants [Cl:1][C:2]1[C:7]([C:8]#[N:9])=[CH:6][C:5]([F:10])=[C:4](Cl)[N:3]=1.[CH2:12](N(CC)CC)[CH3:13].[Si](C#C)(C)(C)C.[F-].[K+], predict the reaction product. (7) Given the reactants [Cl:1][C:2]1[CH:9]=[C:8]([N:10]([CH2:17][C:18]([CH3:20])=[CH2:19])[C@H:11]2[CH2:15][CH2:14][N:13]([CH3:16])[CH2:12]2)[CH:7]=[CH:6][C:3]=1[C:4]#[N:5], predict the reaction product. The product is: [Cl:1][C:2]1[CH:9]=[C:8]([N:10]([CH2:17][CH:18]([CH3:20])[CH3:19])[C@H:11]2[CH2:15][CH2:14][N:13]([CH3:16])[CH2:12]2)[CH:7]=[CH:6][C:3]=1[C:4]#[N:5].